Dataset: Catalyst prediction with 721,799 reactions and 888 catalyst types from USPTO. Task: Predict which catalyst facilitates the given reaction. (1) Reactant: [N:1]1([CH2:6][C:7]2[CH:8]=[C:9]([C:13]3[CH:17]=[C:16]([CH2:18][CH:19]([CH3:21])[CH3:20])[S:15][C:14]=3[S:22]([NH:25]C(C)(C)C)(=[O:24])=[O:23])[CH:10]=[CH:11][CH:12]=2)[CH:5]=[CH:4][CH:3]=[N:2]1.B(Cl)(Cl)Cl.N1(C2C=CC=CN=2)CCCC1.Cl[C:46]([O:48][CH2:49][CH2:50][CH2:51][CH3:52])=[O:47].C(O)(=O)CC(CC(O)=O)(C(O)=O)O. Product: [CH2:49]([O:48][C:46]([NH:25][S:22]([C:14]1[S:15][C:16]([CH2:18][CH:19]([CH3:20])[CH3:21])=[CH:17][C:13]=1[C:9]1[CH:10]=[CH:11][CH:12]=[C:7]([CH2:6][N:1]2[CH:5]=[CH:4][CH:3]=[N:2]2)[CH:8]=1)(=[O:23])=[O:24])=[O:47])[CH2:50][CH2:51][CH3:52]. The catalyst class is: 2. (2) Product: [F:27][C:25]1[CH:24]=[N:23][CH:22]=[C:21]([N:20]2[N:11]=[N:12][C:13]([C:14]3[CH:15]=[N:16][CH:17]=[CH:18][CH:19]=3)=[N:28]2)[CH:26]=1. The catalyst class is: 1. Reactant: CC1C=CC(S([NH:11][N:12]=[CH:13][C:14]2[CH:15]=[N:16][CH:17]=[CH:18][CH:19]=2)(=O)=O)=CC=1.[NH2:20][C:21]1[CH:22]=[N:23][CH:24]=[C:25]([F:27])[CH:26]=1.[N:28]1C=CC=CC=1.C(ON=O)CCC. (3) Reactant: Cl.[CH3:2][O:3][C:4]([C@@H:6]1[CH2:12][CH2:11][CH2:10][CH2:9][CH2:8][C@@H:7]1[NH2:13])=[O:5].C([O-])(=O)C.[Na+].[F:19][C:20]1[CH:27]=[CH:26][C:23]([CH:24]=O)=[CH:22][CH:21]=1.C([BH3-])#N.[Na+].C(=O)(O)[O-].[Na+]. Product: [CH3:2][O:3][C:4]([C@@H:6]1[CH2:12][CH2:11][CH2:10][CH2:9][CH2:8][C@@H:7]1[NH:13][CH2:24][C:23]1[CH:26]=[CH:27][C:20]([F:19])=[CH:21][CH:22]=1)=[O:5]. The catalyst class is: 125.